Dataset: Retrosynthesis with 50K atom-mapped reactions and 10 reaction types from USPTO. Task: Predict the reactants needed to synthesize the given product. (1) Given the product CC(C#N)c1cccc(C(=O)Nc2cncc(C#Cc3cnc(N)nc3)c2)c1, predict the reactants needed to synthesize it. The reactants are: CC(C#N)c1cccc(C(=O)O)c1.Nc1cncc(C#Cc2cnc(N)nc2)c1. (2) Given the product CCOC(=O)c1cnn2c(-c3cccc(NC(=O)c4cc(NC(=O)CN5CCOCC5)cc(C(F)(F)F)c4)c3)ccnc12, predict the reactants needed to synthesize it. The reactants are: C1COCCN1.CCOC(=O)c1cnn2c(-c3cccc(NC(=O)c4cc(NC(=O)CN5CCN(C)CC5)cc(C(F)(F)F)c4)c3)ccnc12.